This data is from Forward reaction prediction with 1.9M reactions from USPTO patents (1976-2016). The task is: Predict the product of the given reaction. (1) The product is: [CH2:14]([C:16]1[CH:17]=[C:18]([CH2:22][C:23]([NH:8][C:1](=[O:10])[C:2]2[CH:7]=[CH:6][CH:5]=[CH:4][CH:3]=2)([CH3:25])[CH3:24])[CH:19]=[CH:20][CH:21]=1)[CH3:15]. Given the reactants [C:1](#[N:8])[C:2]1[CH:7]=[CH:6][CH:5]=[CH:4][CH:3]=1.S(=O)(=O)(O)[OH:10].[CH2:14]([C:16]1[CH:21]=[CH:20][CH:19]=[C:18]([CH2:22][C:23]([CH3:25])=[CH2:24])[CH:17]=1)[CH3:15], predict the reaction product. (2) Given the reactants Br[C:2]1[CH:7]=[CH:6][C:5]([N:8]([C:16]2[CH:21]=[CH:20][CH:19]=[CH:18][C:17]=2[CH3:22])[C:9]2[CH:14]=[CH:13][CH:12]=[CH:11][C:10]=2[CH3:15])=[CH:4][CH:3]=1.[B:23]1([B:23]2[O:27][C:26]([CH3:29])([CH3:28])[C:25]([CH3:31])([CH3:30])[O:24]2)[O:27][C:26]([CH3:29])([CH3:28])[C:25]([CH3:31])([CH3:30])[O:24]1.CC([O-])=O.[K+].C1(P(C2C=CC=CC=2)C2C=CC=CC=2OC2C=CC=CC=2P(C2C=CC=CC=2)C2C=CC=CC=2)C=CC=CC=1, predict the reaction product. The product is: [CH3:22][C:17]1[CH:18]=[CH:19][CH:20]=[CH:21][C:16]=1[N:8]([C:5]1[CH:4]=[CH:3][C:2]([B:23]2[O:27][C:26]([CH3:29])([CH3:28])[C:25]([CH3:31])([CH3:30])[O:24]2)=[CH:7][CH:6]=1)[C:9]1[CH:14]=[CH:13][CH:12]=[CH:11][C:10]=1[CH3:15].